This data is from Full USPTO retrosynthesis dataset with 1.9M reactions from patents (1976-2016). The task is: Predict the reactants needed to synthesize the given product. (1) Given the product [CH2:16]([N:20]([CH3:21])[C:2]1[CH:15]=[CH:14][C:5]([O:6][Si:7]([C:10]([CH3:13])([CH3:12])[CH3:11])([CH3:9])[CH3:8])=[CH:4][CH:3]=1)[CH:17]([CH3:19])[CH3:18], predict the reactants needed to synthesize it. The reactants are: Br[C:2]1[CH:15]=[CH:14][C:5]([O:6][Si:7]([C:10]([CH3:13])([CH3:12])[CH3:11])([CH3:9])[CH3:8])=[CH:4][CH:3]=1.[CH2:16]([NH:20][CH3:21])[CH:17]([CH3:19])[CH3:18].C(P(C(C)(C)C)C1C=CC=CC=1C1C=CC=CC=1)(C)(C)C.CC(C)([O-])C.[Na+]. (2) Given the product [Br:1][C:2]1[CH:3]=[C:4]([CH:10]=[CH:11][CH:12]=1)[O:5][C:6]1[C:18]2[C:17](=[CH:16][C:15]([Cl:14])=[CH:20][CH:19]=2)[NH:21][C:7]=1[CH3:8], predict the reactants needed to synthesize it. The reactants are: [Br:1][C:2]1[CH:3]=[C:4]([CH:10]=[CH:11][CH:12]=1)[O:5][CH2:6][C:7](=O)[CH3:8].Cl.[Cl:14][C:15]1[CH:16]=[C:17]([NH:21]N)[CH:18]=[CH:19][CH:20]=1. (3) Given the product [C:1]([O:5][C:6]([NH:8][CH2:9][C:10]([O:12][CH2:13][C@@H:14]([NH:17][C:18](=[O:49])[C:19]1[CH:24]=[CH:23][C:22]([C:25]2[N:29]=[C:28]([CH:30]([O:33][C:34]3[CH:35]=[CH:36][C:37]([C:40]4[N:44]=[C:43]([CH:45]([CH3:46])[CH3:47])[O:42][N:41]=4)=[CH:38][CH:39]=3)[CH2:31][CH3:32])[O:27][CH:51]=2)=[CH:21][C:20]=1[F:48])[CH3:15])=[O:11])=[O:7])([CH3:2])([CH3:3])[CH3:4], predict the reactants needed to synthesize it. The reactants are: [C:1]([O:5][C:6]([NH:8][CH2:9][C:10]([O:12][CH2:13][C:14]([NH:17][C:18](=[O:49])[C:19]1[CH:24]=[CH:23][C:22]([C:25]2[N:29]=[C:28]([CH:30]([O:33][C:34]3[CH:39]=[CH:38][C:37]([C:40]4[N:44]=[C:43]([CH:45]([CH3:47])[CH3:46])[O:42][N:41]=4)=[CH:36][CH:35]=3)[CH2:31][CH3:32])[O:27]N=2)=[CH:21][C:20]=1[F:48])(C)[CH3:15])=[O:11])=[O:7])([CH3:4])([CH3:3])[CH3:2].F[C:51]1C=C(C2N=C(C(OC3C=CC(C4N=C(C(C)C)ON=4)=CC=3)CC)ON=2)C=CC=1C(N[C@H](C)CO)=O. (4) Given the product [CH2:1]([O:3][C:4]1[CH:11]=[CH:10][CH:9]=[CH:8][C:5]=1[CH:6]1[C:20]([C:21]([O:23][CH2:24][CH3:25])=[O:22])=[C:19]([CH2:26][CH2:27][CH3:28])[NH:12][C:13]2=[N:14][NH:15][CH:16]=[C:17]12)[CH3:2], predict the reactants needed to synthesize it. The reactants are: [CH2:1]([O:3][C:4]1[CH:11]=[CH:10][CH:9]=[CH:8][C:5]=1[CH:6]=O)[CH3:2].[NH2:12][C:13]1[CH:17]=[CH:16][NH:15][N:14]=1.O=[C:19]([CH2:26][CH2:27][CH3:28])[CH2:20][C:21]([O:23][CH2:24][CH3:25])=[O:22]. (5) Given the product [NH2:13][CH:10]1[CH2:9][CH2:8][N:7]([CH2:6][C:5]2[CH:15]=[CH:16][C:2]([Cl:1])=[CH:3][CH:4]=2)[CH2:12][CH2:11]1, predict the reactants needed to synthesize it. The reactants are: [Cl:1][C:2]1[CH:16]=[CH:15][C:5]([CH2:6][N:7]2[CH2:12][CH2:11][C:10](=[N:13]O)[CH2:9][CH2:8]2)=[CH:4][CH:3]=1.[H-].[Al+3].[Li+].[H-].[H-].[H-].[OH-].[Na+].